The task is: Predict the product of the given reaction.. This data is from Forward reaction prediction with 1.9M reactions from USPTO patents (1976-2016). Given the reactants C([C:3]1[CH:29]=[C:28]([C:30]2[CH:35]=[CH:34][C:33]([F:36])=[CH:32][CH:31]=2)[C:27](OCC2C=CC=CC=2)=[CH:26][C:4]=1[O:5][CH2:6][CH2:7][CH2:8][O:9][C:10]1[C:19]([CH2:20][CH2:21][CH3:22])=[C:18]2[C:13]([CH2:14][CH2:15][CH:16](C(O)=O)[O:17]2)=[CH:12][CH:11]=1)C.[C:45]([OH:48])(=[O:47])[CH3:46].[C:49]([O:53][C:54]([NH:56][CH2:57][CH2:58]C(CN)C(O)=O)=[O:55])([CH3:52])([CH3:51])[CH3:50].O[C:66]1[C:74]2N=NN[C:70]=2[CH:69]=[CH:68][CH:67]=1.CN([C:78]([O:82]N1N=NC2C=CC=CC1=2)=[N+](C)C)C.F[P-](F)(F)(F)(F)F.C([N:102]([CH:105](C)C)[CH2:103]C)(C)C.C1C=CC2N(O)N=N[C:112]=2[CH:113]=1.[OH2:118], predict the reaction product. The product is: [C:49]([O:53][C:54]([NH:56][CH2:57][CH2:58][O:47][C:45](=[O:48])[CH2:46][CH2:105][NH:102][C:103]([CH:16]1[CH2:15][CH2:14][C:13]2[C:18](=[C:19]([CH2:20][CH2:21][CH3:22])[C:10]([O:9][CH2:8][CH2:7][CH2:6][O:5][C:4]3[CH:26]=[C:27]([O:82][CH2:78][C:66]4[CH:74]=[CH:70][CH:69]=[CH:68][CH:67]=4)[C:28]([C:30]4[CH:31]=[CH:32][C:33]([F:36])=[CH:34][CH:35]=4)=[CH:29][C:3]=3[CH2:112][CH3:113])=[CH:11][CH:12]=2)[O:17]1)=[O:118])=[O:55])([CH3:50])([CH3:51])[CH3:52].